From a dataset of Reaction yield outcomes from USPTO patents with 853,638 reactions. Predict the reaction yield, written as a fraction of the theoretical maximum amount of product (1.0 means a 100% yield; for example, 0.34 means a 34% yield). (1) The reactants are [F:1][C:2]1[C:3]([O:9][CH3:10])=[C:4]([CH:6]=[CH:7][CH:8]=1)[NH2:5].Br.Br[CH:13]([C:15]1[CH:16]=[C:17]([C:32]([N:34]([CH3:36])[CH3:35])=[O:33])[CH:18]=[C:19]2[C:24]=1[O:23][C:22]([N:25]1[CH2:30][CH2:29][O:28][CH2:27][CH2:26]1)=[CH:21][C:20]2=[O:31])[CH3:14]. No catalyst specified. The product is [F:1][C:2]1[C:3]([O:9][CH3:10])=[C:4]([NH:5][CH:13]([C:15]2[CH:16]=[C:17]([C:32]([N:34]([CH3:36])[CH3:35])=[O:33])[CH:18]=[C:19]3[C:24]=2[O:23][C:22]([N:25]2[CH2:30][CH2:29][O:28][CH2:27][CH2:26]2)=[CH:21][C:20]3=[O:31])[CH3:14])[CH:6]=[CH:7][CH:8]=1. The yield is 0.600. (2) The reactants are [C:1]([C:5]1[CH:6]=[C:7]([C:10]([OH:13])=[CH:11][N:12]=1)[C:8]#[N:9])([CH3:4])([CH3:3])[CH3:2].[CH:14](N(CC)C(C)C)(C)C.C[Si](C=[N+]=[N-])(C)C. The catalyst is C(#N)C.CO. The product is [C:1]([C:5]1[CH:6]=[C:7]([C:10]([O:13][CH3:14])=[CH:11][N:12]=1)[C:8]#[N:9])([CH3:4])([CH3:2])[CH3:3]. The yield is 0.990. (3) The product is [CH3:16][C:2]1[N:7]=[C:6]([C:8]2[S:12][C:11]([C:13]([OH:15])=[O:14])=[CH:10][CH:9]=2)[CH:5]=[CH:4][N:3]=1. The yield is 0.850. The reactants are N[C:2]1[N:7]=[C:6]([C:8]2[S:12][C:11]([C:13]([OH:15])=[O:14])=[CH:10][CH:9]=2)[CH:5]=[CH:4][N:3]=1.[C:16](N)(=N)C. No catalyst specified. (4) The reactants are [Cl:1][C:2]1[C:7]([O:8][CH3:9])=[CH:6][C:5]([O:10][CH3:11])=[C:4]([Cl:12])[C:3]=1[C:13]1[C:14](=[O:34])[N:15]([CH2:25][CH2:26][CH2:27][N:28]2[CH2:33][CH2:32][NH:31][CH2:30][CH2:29]2)[C:16]2[C:21]([CH:22]=1)=[CH:20][N:19]=[C:18]([NH:23][CH3:24])[CH:17]=2.[C:35](Cl)(=[O:38])[CH:36]=[CH2:37].O. The catalyst is C([O-])(O)=O.[Na+].C1COCC1. The product is [C:35]([N:31]1[CH2:30][CH2:29][N:28]([CH2:27][CH2:26][CH2:25][N:15]2[C:16]3[C:21](=[CH:20][N:19]=[C:18]([NH:23][CH3:24])[CH:17]=3)[CH:22]=[C:13]([C:3]3[C:2]([Cl:1])=[C:7]([O:8][CH3:9])[CH:6]=[C:5]([O:10][CH3:11])[C:4]=3[Cl:12])[C:14]2=[O:34])[CH2:33][CH2:32]1)(=[O:38])[CH:36]=[CH2:37]. The yield is 0.220. (5) The reactants are NC1C=CC(CC(O)=O)=CC=1.C1C(=O)N(Br)C(=O)C1.[NH2:20][C:21]1[CH:26]=[CH:25][C:24]([CH2:27][C:28]([OH:30])=O)=[CH:23][C:22]=1[Br:31].CCN=C=NCCCN(C)C.C1C=CC2N(O)N=NC=2C=1.[CH3:53][N:54]([CH3:58])[CH2:55][CH2:56][NH2:57].CCN(CC)CC. The catalyst is CC#N.CC(O)=O.C(Cl)Cl. The product is [NH2:20][C:21]1[CH:26]=[CH:25][C:24]([CH2:27][C:28]([NH:57][CH2:56][CH2:55][N:54]([CH3:58])[CH3:53])=[O:30])=[CH:23][C:22]=1[Br:31]. The yield is 0.110.